This data is from Forward reaction prediction with 1.9M reactions from USPTO patents (1976-2016). The task is: Predict the product of the given reaction. (1) Given the reactants [NH2:1][C:2]1[N:7]=[CH:6][C:5]([CH2:8][CH2:9][C:10]([O:12][CH3:13])=[O:11])=[CH:4][CH:3]=1.[N+:14]([C:17]1[CH:22]=[CH:21][CH:20]=[CH:19][C:18]=1[S:23](Cl)(=[O:25])=[O:24])([O-:16])=[O:15].O, predict the reaction product. The product is: [N+:14]([C:17]1[CH:22]=[CH:21][CH:20]=[CH:19][C:18]=1[S:23]([NH:1][C:2]1[N:7]=[CH:6][C:5]([CH2:8][CH2:9][C:10]([O:12][CH3:13])=[O:11])=[CH:4][CH:3]=1)(=[O:25])=[O:24])([O-:16])=[O:15]. (2) Given the reactants [N:1]1([CH2:10][CH2:11][N:12]2[CH2:20][CH2:19][NH:18][CH2:17][CH2:16][NH:15][CH2:14][CH2:13]2)[CH2:9][CH2:8][NH:7][CH2:6][CH2:5][NH:4][CH2:3][CH2:2]1.C(=O)([O-])[O-].[K+].[K+].[C:27](Cl)([C:40]1[CH:45]=[CH:44][CH:43]=[CH:42][CH:41]=1)([C:34]1[CH:39]=[CH:38][CH:37]=[CH:36][CH:35]=1)[C:28]1[CH:33]=[CH:32][CH:31]=[CH:30][CH:29]=1, predict the reaction product. The product is: [C:27]([N:7]1[CH2:8][CH2:9][N:1]([CH2:10][CH2:11][N:12]2[CH2:13][CH2:14][N:15]([C:27]([C:34]3[CH:35]=[CH:36][CH:37]=[CH:38][CH:39]=3)([C:28]3[CH:29]=[CH:30][CH:31]=[CH:32][CH:33]=3)[C:40]3[CH:45]=[CH:44][CH:43]=[CH:42][CH:41]=3)[CH2:16][CH2:17][N:18]([C:27]([C:34]3[CH:35]=[CH:36][CH:37]=[CH:38][CH:39]=3)([C:28]3[CH:29]=[CH:30][CH:31]=[CH:32][CH:33]=3)[C:40]3[CH:45]=[CH:44][CH:43]=[CH:42][CH:41]=3)[CH2:19][CH2:20]2)[CH2:2][CH2:3][N:4]([C:27]([C:28]2[CH:33]=[CH:32][CH:31]=[CH:30][CH:29]=2)([C:40]2[CH:41]=[CH:42][CH:43]=[CH:44][CH:45]=2)[C:34]2[CH:35]=[CH:36][CH:37]=[CH:38][CH:39]=2)[CH2:5][CH2:6]1)([C:40]1[CH:45]=[CH:44][CH:43]=[CH:42][CH:41]=1)([C:34]1[CH:39]=[CH:38][CH:37]=[CH:36][CH:35]=1)[C:28]1[CH:33]=[CH:32][CH:31]=[CH:30][CH:29]=1. (3) Given the reactants [Br:1][C:2]1[CH:3]=[CH:4][C:5](I)=[C:6]2[C:10]=1[N:9]([CH3:11])[N:8]=[C:7]2[NH2:12].[CH3:14][N:15](C=O)C, predict the reaction product. The product is: [NH2:12][C:7]1[C:6]2[C:5]([C:14]#[N:15])=[CH:4][CH:3]=[C:2]([Br:1])[C:10]=2[N:9]([CH3:11])[N:8]=1.